This data is from Reaction yield outcomes from USPTO patents with 853,638 reactions. The task is: Predict the reaction yield, written as a fraction of the theoretical maximum amount of product (1.0 means a 100% yield; for example, 0.34 means a 34% yield). (1) The reactants are [CH3:1][C:2]([O:5][C:6]([NH:8][C:9]([O:11][C:12]([CH3:15])([CH3:14])[CH3:13])=[O:10])=[O:7])([CH3:4])[CH3:3].CC(C)([O-])C.[K+].I[CH2:23][CH2:24][O:25][CH2:26][CH2:27][O:28][CH2:29][CH2:30][O:31][C:32]1[CH:37]=[CH:36][C:35]([C:38](=[O:42])[CH2:39][CH2:40][CH3:41])=[CH:34][CH:33]=1.C(OCC)(=O)C. The catalyst is CN(C=O)C. The product is [C:38]([C:35]1[CH:36]=[CH:37][C:32]([O:31][CH2:30][CH2:29][O:28][CH2:27][CH2:26][O:25][CH2:24][CH2:23][N:8]([C:9]([O:11][C:12]([CH3:15])([CH3:14])[CH3:13])=[O:10])[C:6]([O:5][C:2]([CH3:1])([CH3:3])[CH3:4])=[O:7])=[CH:33][CH:34]=1)(=[O:42])[CH2:39][CH2:40][CH3:41]. The yield is 0.490. (2) The reactants are [F:1][C:2]1[CH:7]=[CH:6][C:5]([CH2:8][C:9]2[CH:18]=[C:17]3[C:12]([C:13]([OH:29])=[C:14]([C:24](OCC)=[O:25])[C:15](=[O:23])[N:16]3[CH2:19][CH2:20][CH2:21][OH:22])=[N:11][CH:10]=2)=[CH:4][CH:3]=1.[NH2:30][CH2:31][CH:32]([OH:34])[CH3:33]. No catalyst specified. The product is [F:1][C:2]1[CH:3]=[CH:4][C:5]([CH2:8][C:9]2[CH:18]=[C:17]3[C:12]([C:13]([OH:29])=[C:14]([C:24]([NH:30][CH2:31][CH:32]([OH:34])[CH3:33])=[O:25])[C:15](=[O:23])[N:16]3[CH2:19][CH2:20][CH2:21][OH:22])=[N:11][CH:10]=2)=[CH:6][CH:7]=1. The yield is 0.340. (3) The reactants are Cl[C:2]1[N:7]=[C:6]([S:8][CH3:9])[N:5]=[C:4]([NH:10][CH2:11][CH2:12][C:13]2[CH:18]=[CH:17][C:16]([O:19][CH3:20])=[C:15]([O:21][CH3:22])[CH:14]=2)[CH:3]=1.[CH2:23]([O:25][C:26](=[O:34])[C:27]1[CH:32]=[CH:31][CH:30]=[C:29]([OH:33])[CH:28]=1)[CH3:24].C([O-])([O-])=O.[Cs+].[Cs+]. The catalyst is CN(C=O)C.O. The product is [CH2:23]([O:25][C:26](=[O:34])[C:27]1[CH:32]=[CH:31][CH:30]=[C:29]([O:33][C:2]2[CH:3]=[C:4]([NH:10][CH2:11][CH2:12][C:13]3[CH:18]=[CH:17][C:16]([O:19][CH3:20])=[C:15]([O:21][CH3:22])[CH:14]=3)[N:5]=[C:6]([S:8][CH3:9])[N:7]=2)[CH:28]=1)[CH3:24]. The yield is 0.830. (4) The reactants are [NH:1]1[CH2:6][CH2:5][O:4][CH2:3][CH2:2]1.C(N(CC)CC)C.[Cl:14][CH2:15][C:16](Cl)=[O:17]. The catalyst is CCOC(C)=O.Cl. The product is [Cl:14][CH2:15][C:16]([N:1]1[CH2:6][CH2:5][O:4][CH2:3][CH2:2]1)=[O:17]. The yield is 0.760. (5) The reactants are O[Li].O.[CH2:4]([C:6]1[CH:7]=[C:8]([C:12]2[S:16][C:15]([C:17]([O:19]CC)=[O:18])=[CH:14][CH:13]=2)[N:9]=[N:10][CH:11]=1)[CH3:5]. The catalyst is C1COCC1.O. The product is [CH2:4]([C:6]1[CH:7]=[C:8]([C:12]2[S:16][C:15]([C:17]([OH:19])=[O:18])=[CH:14][CH:13]=2)[N:9]=[N:10][CH:11]=1)[CH3:5]. The yield is 0.830.